From a dataset of Merck oncology drug combination screen with 23,052 pairs across 39 cell lines. Regression. Given two drug SMILES strings and cell line genomic features, predict the synergy score measuring deviation from expected non-interaction effect. (1) Drug 1: Cc1nc(Nc2ncc(C(=O)Nc3c(C)cccc3Cl)s2)cc(N2CCN(CCO)CC2)n1. Drug 2: Cn1cc(-c2cnn3c(N)c(Br)c(C4CCCNC4)nc23)cn1. Cell line: MDAMB436. Synergy scores: synergy=32.8. (2) Synergy scores: synergy=107. Cell line: LNCAP. Drug 2: Cn1c(=O)n(-c2ccc(C(C)(C)C#N)cc2)c2c3cc(-c4cnc5ccccc5c4)ccc3ncc21. Drug 1: Cc1nc(Nc2ncc(C(=O)Nc3c(C)cccc3Cl)s2)cc(N2CCN(CCO)CC2)n1. (3) Drug 1: O=C(O)C1(Cc2cccc(Nc3nccs3)n2)CCC(Oc2cccc(Cl)c2F)CC1. Drug 2: NC(=O)c1cccc2cn(-c3ccc(C4CCCNC4)cc3)nc12. Cell line: HCT116. Synergy scores: synergy=12.7. (4) Drug 1: N#Cc1ccc(Cn2cncc2CN2CCN(c3cccc(Cl)c3)C(=O)C2)cc1. Drug 2: O=C(O)C1(Cc2cccc(Nc3nccs3)n2)CCC(Oc2cccc(Cl)c2F)CC1. Cell line: SKMES1. Synergy scores: synergy=1.14. (5) Drug 1: CC1CC2C3CCC4=CC(=O)C=CC4(C)C3(F)C(O)CC2(C)C1(O)C(=O)CO. Drug 2: O=C(NOCC(O)CO)c1ccc(F)c(F)c1Nc1ccc(I)cc1F. Cell line: NCIH520. Synergy scores: synergy=-0.875. (6) Drug 1: CCc1cnn2c(NCc3ccc[n+]([O-])c3)cc(N3CCCCC3CCO)nc12. Drug 2: Cn1cc(-c2cnn3c(N)c(Br)c(C4CCCNC4)nc23)cn1. Cell line: A427. Synergy scores: synergy=3.32. (7) Drug 1: CC1CC2C3CCC4=CC(=O)C=CC4(C)C3(F)C(O)CC2(C)C1(O)C(=O)CO. Drug 2: Cn1cc(-c2cnn3c(N)c(Br)c(C4CCCNC4)nc23)cn1. Cell line: RPMI7951. Synergy scores: synergy=-42.0.